This data is from NCI-60 drug combinations with 297,098 pairs across 59 cell lines. The task is: Regression. Given two drug SMILES strings and cell line genomic features, predict the synergy score measuring deviation from expected non-interaction effect. (1) Drug 1: CC1=CC=C(C=C1)C2=CC(=NN2C3=CC=C(C=C3)S(=O)(=O)N)C(F)(F)F. Drug 2: C(CC(=O)O)C(=O)CN.Cl. Cell line: HT29. Synergy scores: CSS=-0.312, Synergy_ZIP=7.91, Synergy_Bliss=5.86, Synergy_Loewe=1.37, Synergy_HSA=0.661. (2) Drug 1: CC12CCC(CC1=CCC3C2CCC4(C3CC=C4C5=CN=CC=C5)C)O. Drug 2: CN(C(=O)NC(C=O)C(C(C(CO)O)O)O)N=O. Cell line: MDA-MB-435. Synergy scores: CSS=1.79, Synergy_ZIP=-2.37, Synergy_Bliss=-8.63, Synergy_Loewe=-11.1, Synergy_HSA=-9.32.